Dataset: Retrosynthesis with 50K atom-mapped reactions and 10 reaction types from USPTO. Task: Predict the reactants needed to synthesize the given product. (1) Given the product O=S(=O)(NCC1(c2ccc(I)cc2)CCN(CC2CC2)CC1)c1ccc(F)c(Cl)c1, predict the reactants needed to synthesize it. The reactants are: O=CC1CC1.O=S(=O)(NCC1(c2ccc(I)cc2)CCNCC1)c1ccc(F)c(Cl)c1. (2) The reactants are: CCCC[Sn](Cl)(CCCC)CCCC.FC(F)(F)c1ccc(-c2ncc(Br)cn2)cc1. Given the product CCCC[Sn](CCCC)(CCCC)c1cnc(-c2ccc(C(F)(F)F)cc2)nc1, predict the reactants needed to synthesize it. (3) Given the product CC(C)(C1CCNCC1)S(=O)(=O)c1cccc(C(F)(F)F)n1, predict the reactants needed to synthesize it. The reactants are: CC(C)(C)OC(=O)N1CCC(C(C)(C)S(=O)(=O)c2cccc(C(F)(F)F)n2)CC1. (4) Given the product Cc1cccc(CNC(=O)c2ccc(-c3ccncc3)s2)c1, predict the reactants needed to synthesize it. The reactants are: Cc1cccc(CN)c1.O=C(O)c1ccc(-c2ccncc2)s1. (5) Given the product O=C(O)CNC(=O)c1ccc(NCCCCCCCCCCCCCCCCBr)cc1, predict the reactants needed to synthesize it. The reactants are: CCOC(=O)CNC(=O)c1ccc(NCCCCCCCCCCCCCCCCBr)cc1.